From a dataset of Forward reaction prediction with 1.9M reactions from USPTO patents (1976-2016). Predict the product of the given reaction. Given the reactants [Cl:1][C:2]1[CH:7]=[CH:6][C:5]([C:8]2[CH:9]=[CH:10][C:11]([NH2:14])=[N:12][CH:13]=2)=[CH:4][CH:3]=1.C1C(=O)N([Br:22])C(=O)C1, predict the reaction product. The product is: [Br:22][C:10]1[C:11]([NH2:14])=[N:12][CH:13]=[C:8]([C:5]2[CH:6]=[CH:7][C:2]([Cl:1])=[CH:3][CH:4]=2)[CH:9]=1.